From a dataset of Full USPTO retrosynthesis dataset with 1.9M reactions from patents (1976-2016). Predict the reactants needed to synthesize the given product. The reactants are: [ClH:1].[CH3:2][C:3]1[CH:11]=[CH:10][C:9]2[N:8]([CH2:12][CH2:13][C:14]3[CH:15]=[N:16][C:17]([CH3:20])=[CH:18][CH:19]=3)[C:7]3[CH2:21][CH2:22][N:23](C(OC(C)(C)C)=O)[CH2:24][C:6]=3[C:5]=2[CH:4]=1. Given the product [ClH:1].[ClH:1].[CH3:2][C:3]1[CH:11]=[CH:10][C:9]2[N:8]([CH2:12][CH2:13][C:14]3[CH:15]=[N:16][C:17]([CH3:20])=[CH:18][CH:19]=3)[C:7]3[CH2:21][CH2:22][NH:23][CH2:24][C:6]=3[C:5]=2[CH:4]=1, predict the reactants needed to synthesize it.